Dataset: Catalyst prediction with 721,799 reactions and 888 catalyst types from USPTO. Task: Predict which catalyst facilitates the given reaction. (1) Reactant: [Cl:1][C:2]1[N:3]=[CH:4][NH:5][C:6]=1[Cl:7].[OH-].[K+].[Br:10][CH2:11][C:12]1[CH:22]=[CH:21][C:15]([O:16][CH2:17][C:18]([OH:20])=[O:19])=[CH:14][CH:13]=1.Br[CH2:24][CH2:25][C:26]1[C:35]2[C:30](=[CH:31][CH:32]=[CH:33][CH:34]=2)[CH:29]=[CH:28][CH:27]=1.Br. Product: [Br-:10].[C:18]([CH2:17][O:16][C:15]1[CH:21]=[CH:22][C:12]([CH2:11][N:3]2[C:2]([Cl:1])=[C:6]([Cl:7])[N+:5]([CH2:24][CH2:25][C:26]3[C:35]4[C:30](=[CH:31][CH:32]=[CH:33][CH:34]=4)[CH:29]=[CH:28][CH:27]=3)=[CH:4]2)=[CH:13][CH:14]=1)([OH:20])=[O:19]. The catalyst class is: 10. (2) Reactant: [S-2].[Na+].[Na+].[Se].[CH3:5][N:6]([CH2:8][CH:9]([C:18]1([OH:24])[CH2:23][CH2:22][CH2:21][CH2:20][CH2:19]1)[C:10]1[CH:11]=[CH:12][C:13]([O:16]C)=[CH:14][CH:15]=1)[CH3:7].C(OC(=O)C)C. Product: [CH3:5][N:6]([CH2:8][CH:9]([C:18]1([OH:24])[CH2:23][CH2:22][CH2:21][CH2:20][CH2:19]1)[C:10]1[CH:11]=[CH:12][C:13]([OH:16])=[CH:14][CH:15]=1)[CH3:7]. The catalyst class is: 264. (3) Reactant: F[P-](F)(F)(F)(F)F.N1(O[P+](N(C)C)(N(C)C)N(C)C)C2C=CC=CC=2N=N1.C[O:29][C:30](=[O:60])[CH2:31][C@H:32]([NH2:59])[C:33]([N:35]([CH2:54][CH2:55][CH2:56][CH2:57][CH3:58])[CH2:36][C:37]1[CH:42]=[CH:41][C:40]([C:43]2[CH:48]=[CH:47][CH:46]=[CH:45][C:44]=2[C:49]2[NH:53][N:52]=[N:51][N:50]=2)=[CH:39][CH:38]=1)=[O:34].C([S:64][CH2:65][CH:66]([CH2:70][CH:71]([CH3:73])[CH3:72])[C:67](O)=[O:68])(=O)C.CCN(C(C)C)C(C)C. Product: [SH:64][CH2:65][CH:66]([CH2:70][CH:71]([CH3:73])[CH3:72])[C:67]([NH:59][C@H:32]([C:33]([N:35]([CH2:54][CH2:55][CH2:56][CH2:57][CH3:58])[CH2:36][C:37]1[CH:38]=[CH:39][C:40]([C:43]2[CH:48]=[CH:47][CH:46]=[CH:45][C:44]=2[C:49]2[NH:53][N:52]=[N:51][N:50]=2)=[CH:41][CH:42]=1)=[O:34])[CH2:31][C:30]([OH:29])=[O:60])=[O:68]. The catalyst class is: 3. (4) Reactant: C(OC(=O)[NH:7][CH2:8][CH2:9][CH2:10][C:11]([NH:13][C:14]1[CH:19]=[CH:18][C:17]([C:20]#[C:21][C:22]#[N:23])=[CH:16][CH:15]=1)=[O:12])(C)(C)C.[C:25]([OH:31])([C:27]([F:30])([F:29])[F:28])=[O:26]. Product: [F:28][C:27]([F:30])([F:29])[C:25]([O-:31])=[O:26].[C:22]([C:21]#[C:20][C:17]1[CH:18]=[CH:19][C:14]([NH:13][C:11](=[O:12])[CH2:10][CH2:9][CH2:8][NH3+:7])=[CH:15][CH:16]=1)#[N:23]. The catalyst class is: 2. (5) Reactant: [Cl:1][C:2]1[N:7]=[C:6](I)[N:5]=[C:4]([N:9]2[CH2:15][CH:14]3[O:16][CH:11]([CH2:12][CH2:13]3)[CH2:10]2)[CH:3]=1.CC1(C)C(C)(C)OB([C:25]2[CH:30]=[CH:29][C:28]([N+:31]([O-:33])=[O:32])=[CH:27][CH:26]=2)O1.C([O-])([O-])=O.[Na+].[Na+]. Product: [Cl:1][C:2]1[N:7]=[C:6]([C:25]2[CH:30]=[CH:29][C:28]([N+:31]([O-:33])=[O:32])=[CH:27][CH:26]=2)[N:5]=[C:4]([N:9]2[CH2:15][CH:14]3[O:16][CH:11]([CH2:12][CH2:13]3)[CH2:10]2)[CH:3]=1. The catalyst class is: 853. (6) Reactant: [Br:1][C:2]1[C:14](=[O:15])[N:13]([CH:16]2[CH2:20][CH2:19][CH2:18][CH2:17]2)[C:5]2[N:6]=[C:7](S(C)=O)[N:8]=[CH:9][C:4]=2[C:3]=1[CH3:21].[CH3:22][N:23]1[CH2:28][CH2:27][N:26]([C:29]2[CH:30]=[CH:31][C:32]([NH2:35])=[N:33][CH:34]=2)[CH2:25][CH2:24]1. Product: [Br:1][C:2]1[C:14](=[O:15])[N:13]([CH:16]2[CH2:20][CH2:19][CH2:18][CH2:17]2)[C:5]2[N:6]=[C:7]([NH:35][C:32]3[CH:31]=[CH:30][C:29]([N:26]4[CH2:27][CH2:28][N:23]([CH3:22])[CH2:24][CH2:25]4)=[CH:34][N:33]=3)[N:8]=[CH:9][C:4]=2[C:3]=1[CH3:21]. The catalyst class is: 11. (7) Reactant: [CH3:1][O:2][C:3]1[CH:4]=[C:5]2[C:10](=[CH:11][C:12]=1[O:13][CH3:14])[N:9]=[CH:8][CH:7]=[C:6]2[O:15][C:16]1[CH:22]=[CH:21][C:19]([NH2:20])=[CH:18][C:17]=1[F:23].C(O)C.[Cl:27][C:28]1[CH:33]=[CH:32][CH:31]=[CH:30][C:29]=1[C:34]([N:36]=[C:37]=[S:38])=[O:35]. Product: [Cl:27][C:28]1[CH:33]=[CH:32][CH:31]=[CH:30][C:29]=1[C:34]([NH:36][C:37]([NH:20][C:19]1[CH:21]=[CH:22][C:16]([O:15][C:6]2[C:5]3[C:10](=[CH:11][C:12]([O:13][CH3:14])=[C:3]([O:2][CH3:1])[CH:4]=3)[N:9]=[CH:8][CH:7]=2)=[C:17]([F:23])[CH:18]=1)=[S:38])=[O:35]. The catalyst class is: 11. (8) Reactant: [C:1]([O:12][CH3:13])(=[O:11])[C:2]1[CH:10]=[CH:9][C:7]([OH:8])=[C:4]([O:5][CH3:6])[CH:3]=1.Br[CH2:15][CH2:16][O:17][CH3:18].C([O-])([O-])=O.[K+].[K+]. Product: [CH3:6][O:5][C:4]1[CH:3]=[C:2]([CH:10]=[CH:9][C:7]=1[O:8][CH2:15][CH2:16][O:17][CH3:18])[C:1]([O:12][CH3:13])=[O:11]. The catalyst class is: 3.